This data is from Retrosynthesis with 50K atom-mapped reactions and 10 reaction types from USPTO. The task is: Predict the reactants needed to synthesize the given product. (1) Given the product CC(C)=CCCC(C)=CCN(C)C, predict the reactants needed to synthesize it. The reactants are: CC(C)=CCC/C(C)=C/CBr.CNC. (2) Given the product COc1cc(N2CCC(N3CCCC3)CC2)ccc1N, predict the reactants needed to synthesize it. The reactants are: COc1cc(N2CCC(N3CCCC3)CC2)ccc1[N+](=O)[O-]. (3) Given the product Cc1cccnc1-c1nc2cc(F)cc(F)c2c(Cl)c1C, predict the reactants needed to synthesize it. The reactants are: CCCC[Sn](CCCC)(CCCC)c1ncccc1C.Cc1c(Cl)nc2cc(F)cc(F)c2c1Cl. (4) Given the product COc1cccc(N(C)C(=O)c2ccc(-c3ccccc3OC)s2)c1, predict the reactants needed to synthesize it. The reactants are: COc1cccc(N(C)C(=O)c2ccc(Br)s2)c1.COc1ccccc1B(O)O.